This data is from Antibody developability classification from SAbDab with 2,409 antibodies. The task is: Regression/Classification. Given an antibody's heavy chain and light chain sequences, predict its developability. TAP uses regression for 5 developability metrics; SAbDab uses binary classification. (1) The antibody is ['VQLKQSGPGLLQPSQRLSITCTVSGFSLGRYGVHWIRQSPGKGLEWLGVIWRGGTTDYNAVFMSRLSINKDDSKSQVFFTMNSLRPDDTAIYYCARQGSNFPLAYWGQGTLVTVSA', 'NIVMTQTPKFLLVSIGDSITITCKASQSVTNDAAWYQKKPGQSPQLLIYQASTRYTGVPDRFSGSGYGTDFTFTISAVQAEDLAVYFCHQDYSSPLTFGAGTKLELK']. Result: 0 (not developable). (2) The antibody is ['QVQLVQSGAEVKKPGSSVKVSCKASGGTLNSYEITWVRQAPGQGLEWMGGITPIFETTYAQKFQGRVTITADESTSTTYMELSSLRPEDTAVYYCARDGVRYCGGGRCYNWFDPWGQGTLVTVSS', 'DIQMTQSPSSLSASVGDRVTITCRAGQNINNYLNWYQQKPGKAPKVLIYAASNLQSGVPSRFSGSGSGTDFTLTISSLQPEDFATYYCQQSHSTVRTFGQGTKVEIK']. Result: 0 (not developable). (3) The antibody is ['AVQLQESGTVLARPGASVKMSCKASGYTFTSYWMHWVKQRPGQGLEWIGAIYPGNSDTSYNQKFKGKAKLTAVTSTSTAYMELSSLTNEDSAVYYCTRERGLYYGSSSFDYWGQGTTLTVSS', 'DIVMTQTTSSLSASLGDRVTISCRASQDISNYLSWYQQKPDGTVKVLIYYTSKLHSGVPSRFSGSGSGTDYSLTISNLEQEDIATYFCQQGNTLPPTFGGGTKLEIK']. Result: 0 (not developable). (4) The antibody is ['QVQLVQSGAEVKKPGASVKVSCKASGYTFTDYYMHWVRQAPGQGLEWMGETNPRNGGTTYNEKFKGKATMTRDTSTSTAYMELSSLRSEDTAVYYCTIGTSGYDYFDYWGQGTLVTVSS', 'DIVMTQTPLSLSVTPGQPASISCRSSQSIVHSDGNIYLEWYLQKPGQSPKLLIYKVSYRFSGVPDRFSGSGSGTDFTLKISRVEAEDVGVYYCFQASHVPYTFGQGTKLEIK']. Result: 1 (developable). (5) The antibody is ['EVQLLESGPGLLKPSETLSLTCTVSGGSMINYYWSWIRQPPGERPQWLGHIIYGGTTKYNPSLESRITISRDISKNQFSLRLNSVTAADTAIYYCARVAIGVSGFLNYYYYMDVWGSGTAVTVSS', 'ELTQSPATLSLSPGERATLSCRASQSVGRNLGWYQQKPGQAPRLLIYDASNRATGIPARFSGSGSGTDFTLTISSLEPEDFAVYYCQARLLLPQTFGQGTKVEIK']. Result: 0 (not developable). (6) The antibody is ['QVQLVQSGAEVKKPGSSVKVSCKASGYTFTDAYINWVRQAPGQGLEWMGWIWPGPVITYYNPKFKGRVTITADKSTSTAYMELSSLRSEDTAVYYCARREVLSPFAYWGQGTTVTVSS', 'DIVMTQSPDSLAVSLGERATINCRSSQSIVHSTGNTYLEWYQQKPGQPPKLLIYKVSNRFSGVPDRFSGSGSGTDFTLTISSLQAEDVAVYYCFHGTHVPYTFGGGTKVEIK']. Result: 0 (not developable). (7) The antibody is ['EVQLVESGGGLVQPGGSLRLSCAASGFNVSYYSIHWVRQAPGKGLEWVASIYPYSGSTSYADSVKGRFTISADTSKNTAYLQMNSLRAEDTAVYYCARGYGWALDYWGQGTLVTVFN', 'DIQMTQSPSSLSASVGDRVTITCRASQSVSSAVAWYQQKPGKAPKLLIYSASSLYSGVPSRFSGSRSGTDFTLTISSLQPEDFATYYCQQDGWSLITFGQGTKVEIK']. Result: 0 (not developable).